Task: Predict the product of the given reaction.. Dataset: Forward reaction prediction with 1.9M reactions from USPTO patents (1976-2016) (1) Given the reactants [NH2:1][C:2]1[CH:7]=[CH:6][CH:5]=[CH:4][C:3]=1[OH:8].C(O)(=O)C.C(#N)[CH:14]([CH2:16][C:17]#[N:18])O, predict the reaction product. The product is: [O:8]1[C:3]2[CH:4]=[CH:5][CH:6]=[CH:7][C:2]=2[N:1]=[C:14]1[CH2:16][C:17]#[N:18]. (2) Given the reactants [H-].[Na+].[CH2:3]([N:6]([CH3:11])[CH2:7][C@H:8]([OH:10])[CH3:9])[CH:4]=[CH2:5].F[C:13]1[CH:22]=[CH:21][CH:20]=[C:19]2[C:14]=1[C:15]([NH:23][C:24]1[CH:25]=[C:26]3[C:30](=[CH:31][CH:32]=1)[N:29]([CH2:33][C:34]1[CH:39]=[CH:38][CH:37]=[CH:36][N:35]=1)[CH:28]=[CH:27]3)=[N:16][CH:17]=[N:18]2, predict the reaction product. The product is: [CH2:3]([N:6]([CH3:11])[CH2:7][C@@H:8]([CH3:9])[O:10][C:13]1[CH:22]=[CH:21][CH:20]=[C:19]2[C:14]=1[C:15]([NH:23][C:24]1[CH:25]=[C:26]3[C:30](=[CH:31][CH:32]=1)[N:29]([CH2:33][C:34]1[CH:39]=[CH:38][CH:37]=[CH:36][N:35]=1)[CH:28]=[CH:27]3)=[N:16][CH:17]=[N:18]2)[CH:4]=[CH2:5]. (3) Given the reactants [OH:1][CH:2]1[CH2:7][CH2:6][N:5]([C:8]([O:10][C:11]([CH3:14])([CH3:13])[CH3:12])=[O:9])[CH2:4][CH2:3]1.Cl[CH2:16][C:17]([N:19]1[CH2:24][CH2:23][CH2:22][CH2:21][CH2:20]1)=[O:18].C1(C)C=CC=CC=1.[OH-].[Na+], predict the reaction product. The product is: [O:18]=[C:17]([N:19]1[CH2:24][CH2:23][CH2:22][CH2:21][CH2:20]1)[CH2:16][O:1][CH:2]1[CH2:3][CH2:4][N:5]([C:8]([O:10][C:11]([CH3:14])([CH3:13])[CH3:12])=[O:9])[CH2:6][CH2:7]1. (4) Given the reactants C[O:2][C:3](=[O:40])[C:4]1[CH:9]=[CH:8][C:7]([O:10][C:11]2[CH:16]=[C:15]([OH:17])[C:14]([O:18][CH3:19])=[CH:13][C:12]=2[CH:20]2[CH:29]3[CH2:30][C:31]4[C:36]([CH:28]3[C:27]3[C:22](=[CH:23][CH:24]=[C:25]([C:37](=[NH:39])[NH2:38])[CH:26]=3)[NH:21]2)=[CH:35][CH:34]=[CH:33][CH:32]=4)=[CH:6][CH:5]=1.O.[OH-].[Li+], predict the reaction product. The product is: [C:37]([C:25]1[CH:26]=[C:27]2[C:22](=[CH:23][CH:24]=1)[NH:21][CH:20]([C:12]1[CH:13]=[C:14]([O:18][CH3:19])[C:15]([OH:17])=[CH:16][C:11]=1[O:10][C:7]1[CH:6]=[CH:5][C:4]([C:3]([OH:40])=[O:2])=[CH:9][CH:8]=1)[CH:29]1[CH2:30][C:31]3[C:36]([CH:28]21)=[CH:35][CH:34]=[CH:33][CH:32]=3)(=[NH:38])[NH2:39]. (5) Given the reactants [CH2:1]([NH:8][C:9]([C:11]1[C:12]([NH:20][CH2:21][C:22]2[CH:27]=[CH:26][C:25]([O:28][CH3:29])=[C:24]([Cl:30])[CH:23]=2)=[N:13][C:14](S(C)=O)=[N:15][CH:16]=1)=[O:10])[C:2]1[CH:7]=[CH:6][CH:5]=[CH:4][CH:3]=1.Cl.[CH:32]12[CH2:37][CH:36]1[CH2:35][NH:34][CH2:33]2.C(N(CC)CC)C, predict the reaction product. The product is: [CH2:1]([NH:8][C:9]([C:11]1[C:12]([NH:20][CH2:21][C:22]2[CH:27]=[CH:26][C:25]([O:28][CH3:29])=[C:24]([Cl:30])[CH:23]=2)=[N:13][C:14]([N:34]2[CH2:35][CH:36]3[CH:32]([CH2:37]3)[CH2:33]2)=[N:15][CH:16]=1)=[O:10])[C:2]1[CH:7]=[CH:6][CH:5]=[CH:4][CH:3]=1. (6) Given the reactants [C:1](Cl)(=[O:3])C.[N:5]1[C:6]([CH:14]([O:17][Si](C)(C)C)[C:15]#N)=[CH:7][N:8]2[CH:13]=[CH:12][CH:11]=[CH:10][C:9]=12.C[OH:23], predict the reaction product. The product is: [OH:17][CH:14]([C:6]1[N:5]=[C:9]2[CH:10]=[CH:11][CH:12]=[CH:13][N:8]2[CH:7]=1)[C:15]([O:3][CH3:1])=[O:23]. (7) Given the reactants C([O:8][C:9]1[N:10]=[N:11][C:12](/[CH:23]=[CH:24]/[C:25]2[CH:30]=[CH:29][C:28]([Cl:31])=[CH:27][CH:26]=2)=[CH:13][C:14]=1[O:15]CC1C=CC=CC=1)C1C=CC=CC=1.B(Br)(Br)Br.CO, predict the reaction product. The product is: [Cl:31][C:28]1[CH:29]=[CH:30][C:25](/[CH:24]=[CH:23]/[C:12]2[CH:13]=[C:14]([OH:15])[C:9](=[O:8])[NH:10][N:11]=2)=[CH:26][CH:27]=1.